Regression. Given two drug SMILES strings and cell line genomic features, predict the synergy score measuring deviation from expected non-interaction effect. From a dataset of NCI-60 drug combinations with 297,098 pairs across 59 cell lines. (1) Drug 1: CC1C(C(CC(O1)OC2CC(OC(C2O)C)OC3=CC4=CC5=C(C(=O)C(C(C5)C(C(=O)C(C(C)O)O)OC)OC6CC(C(C(O6)C)O)OC7CC(C(C(O7)C)O)OC8CC(C(C(O8)C)O)(C)O)C(=C4C(=C3C)O)O)O)O. Cell line: TK-10. Drug 2: CN(CCCl)CCCl.Cl. Synergy scores: CSS=42.8, Synergy_ZIP=6.42, Synergy_Bliss=9.85, Synergy_Loewe=-24.5, Synergy_HSA=-2.93. (2) Drug 2: B(C(CC(C)C)NC(=O)C(CC1=CC=CC=C1)NC(=O)C2=NC=CN=C2)(O)O. Drug 1: C1=CC(=C2C(=C1NCCNCCO)C(=O)C3=C(C=CC(=C3C2=O)O)O)NCCNCCO. Synergy scores: CSS=60.3, Synergy_ZIP=-2.72, Synergy_Bliss=-5.45, Synergy_Loewe=-4.26, Synergy_HSA=-3.01. Cell line: MOLT-4. (3) Drug 1: CC1=CC=C(C=C1)C2=CC(=NN2C3=CC=C(C=C3)S(=O)(=O)N)C(F)(F)F. Drug 2: C1=NC2=C(N=C(N=C2N1C3C(C(C(O3)CO)O)F)Cl)N. Cell line: HCT116. Synergy scores: CSS=22.9, Synergy_ZIP=-4.43, Synergy_Bliss=2.24, Synergy_Loewe=-47.9, Synergy_HSA=-2.43. (4) Drug 1: C1=NC2=C(N1)C(=S)N=C(N2)N. Drug 2: C1CCC(C(C1)N)N.C(=O)(C(=O)[O-])[O-].[Pt+4]. Cell line: OVCAR3. Synergy scores: CSS=59.2, Synergy_ZIP=-2.06, Synergy_Bliss=-3.54, Synergy_Loewe=-5.71, Synergy_HSA=-1.38. (5) Drug 1: CN(C)N=NC1=C(NC=N1)C(=O)N. Drug 2: CCC1(CC2CC(C3=C(CCN(C2)C1)C4=CC=CC=C4N3)(C5=C(C=C6C(=C5)C78CCN9C7C(C=CC9)(C(C(C8N6C=O)(C(=O)OC)O)OC(=O)C)CC)OC)C(=O)OC)O.OS(=O)(=O)O. Synergy scores: CSS=55.2, Synergy_ZIP=-2.39, Synergy_Bliss=-3.44, Synergy_Loewe=-25.1, Synergy_HSA=-2.51. Cell line: K-562.